This data is from HIV replication inhibition screening data with 41,000+ compounds from the AIDS Antiviral Screen. The task is: Binary Classification. Given a drug SMILES string, predict its activity (active/inactive) in a high-throughput screening assay against a specified biological target. The molecule is O=C(Nc1ccc2c(O)cc(S(=O)(=O)O)cc2c1)Nc1ccc2c(O)c(N=Nc3ccc4cc(S(=O)(=O)O)ccc4c3)c(S(=O)(=O)O)cc2c1. The result is 1 (active).